From a dataset of Reaction yield outcomes from USPTO patents with 853,638 reactions. Predict the reaction yield, written as a fraction of the theoretical maximum amount of product (1.0 means a 100% yield; for example, 0.34 means a 34% yield). (1) The reactants are Br[C:2]1[CH:3]=[N:4][CH:5]=[CH:6][C:7]=1[N:8]1[CH2:13][CH2:12][CH:11]([C:14]([NH2:16])=[O:15])[CH2:10][CH2:9]1.[S:17]1[CH:21]=[CH:20][CH:19]=[C:18]1B(O)O.C(=O)([O-])[O-].[Na+].[Na+]. The catalyst is C1C=CC([P]([Pd]([P](C2C=CC=CC=2)(C2C=CC=CC=2)C2C=CC=CC=2)([P](C2C=CC=CC=2)(C2C=CC=CC=2)C2C=CC=CC=2)[P](C2C=CC=CC=2)(C2C=CC=CC=2)C2C=CC=CC=2)(C2C=CC=CC=2)C2C=CC=CC=2)=CC=1.C(#N)C. The product is [S:17]1[CH:21]=[CH:20][CH:19]=[C:18]1[C:2]1[CH:3]=[N:4][CH:5]=[CH:6][C:7]=1[N:8]1[CH2:13][CH2:12][CH:11]([C:14]([NH2:16])=[O:15])[CH2:10][CH2:9]1. The yield is 0.910. (2) No catalyst specified. The reactants are S(=O)(=O)(O)O.[O:6]=[C:7]1[CH2:12][CH2:11][C@@H:10]([C:13]([OH:15])=[O:14])[C@H:9]([C:16]2[CH:21]=[CH:20][CH:19]=[CH:18][CH:17]=2)[CH2:8]1.[CH3:22][CH2:23]O. The yield is 0.310. The product is [O:6]=[C:7]1[CH2:12][CH2:11][C@@H:10]([C:13]([O:15][CH2:22][CH3:23])=[O:14])[C@H:9]([C:16]2[CH:17]=[CH:18][CH:19]=[CH:20][CH:21]=2)[CH2:8]1. (3) The reactants are [CH3:1][OH:2].[Cl:3][C:4]1[CH:5]=[CH:6][C:7]([F:13])=[C:8]([CH:12]=1)[C:9](Cl)=[O:10]. The catalyst is ClCCl. The product is [CH3:1][O:2][C:9](=[O:10])[C:8]1[CH:12]=[C:4]([Cl:3])[CH:5]=[CH:6][C:7]=1[F:13]. The yield is 1.00. (4) The catalyst is CCCCO. The yield is 0.750. The reactants are Cl.[F:2][C:3]1[CH:4]=[N:5][C:6]([C@@H:9]([NH2:11])[CH3:10])=[N:7][CH:8]=1.Cl[C:13]1[N:18]=[C:17]([NH:19][C:20]2[CH:24]=[C:23]([CH:25]3[CH2:27][CH2:26]3)[NH:22][N:21]=2)[C:16]([N+:28]([O-:30])=[O:29])=[CH:15][N:14]=1.CCN(C(C)C)C(C)C. The product is [N+:28]([C:16]1[C:17]([NH:19][C:20]2[CH:24]=[C:23]([CH:25]3[CH2:27][CH2:26]3)[NH:22][N:21]=2)=[N:18][C:13]([NH:11][C@H:9]([C:6]2[N:7]=[CH:8][C:3]([F:2])=[CH:4][N:5]=2)[CH3:10])=[N:14][CH:15]=1)([O-:30])=[O:29]. (5) The reactants are I[C:2]1[CH:10]=[CH:9][C:8]2[C:4](=[CH:5][N:6]([C:11]3[CH:16]=[CH:15][C:14]([F:17])=[CH:13][CH:12]=3)[N:7]=2)[CH:3]=1.[C:18]1([S:24]([O-:26])=[O:25])[CH:23]=[CH:22][CH:21]=[CH:20][CH:19]=1.[Na+]. The catalyst is CS(C)=O.ClCCl.[Cu]I. The product is [F:17][C:14]1[CH:15]=[CH:16][C:11]([N:6]2[CH:5]=[C:4]3[C:8]([CH:9]=[CH:10][C:2]([S:24]([C:18]4[CH:23]=[CH:22][CH:21]=[CH:20][CH:19]=4)(=[O:26])=[O:25])=[CH:3]3)=[N:7]2)=[CH:12][CH:13]=1. The yield is 0.310.